Dataset: Forward reaction prediction with 1.9M reactions from USPTO patents (1976-2016). Task: Predict the product of the given reaction. (1) The product is: [CH3:14][N:11]1[CH2:10][CH2:9][N:8]([C:7]2[CH:6]=[CH:5][C:4]([C:15]3[C:24]4[C:19](=[CH:20][CH:21]=[CH:22][CH:23]=4)[C:18](=[O:25])[NH:17][N:16]=3)=[CH:3][C:2]=2[NH:1][C:26](=[O:28])[CH3:27])[CH2:13][CH2:12]1. Given the reactants [NH2:1][C:2]1[CH:3]=[C:4]([C:15]2[C:24]3[C:19](=[CH:20][CH:21]=[CH:22][CH:23]=3)[C:18](=[O:25])[NH:17][N:16]=2)[CH:5]=[CH:6][C:7]=1[N:8]1[CH2:13][CH2:12][N:11]([CH3:14])[CH2:10][CH2:9]1.[C:26](OC(=O)C)(=[O:28])[CH3:27], predict the reaction product. (2) The product is: [C:21]([O:20][C:18]([N:15]1[CH2:16][CH2:17][CH:12]([O:11][C:2]2[CH:7]=[C:6]([N+:8]([O-:10])=[O:9])[CH:5]=[CH:4][N:3]=2)[CH2:13][CH2:14]1)=[O:19])([CH3:24])([CH3:22])[CH3:23]. Given the reactants Cl[C:2]1[CH:7]=[C:6]([N+:8]([O-:10])=[O:9])[CH:5]=[CH:4][N:3]=1.[OH:11][CH:12]1[CH2:17][CH2:16][N:15]([C:18]([O:20][C:21]([CH3:24])([CH3:23])[CH3:22])=[O:19])[CH2:14][CH2:13]1.C(=O)([O-])[O-].[Cs+].[Cs+].C(P(C(C)(C)C)C1C=CC2C(=CC=CC=2)C=1C1C2C(=CC=CC=2)C=CC=1)(C)(C)C, predict the reaction product. (3) Given the reactants [NH2:1][CH2:2][C:3]1[C:12](=[O:13])[C:11]2[C:6](=[CH:7][C:8]([Cl:14])=[CH:9][CH:10]=2)[N:5]([C:15]2[CH:20]=[CH:19][CH:18]=[CH:17][CH:16]=2)[CH:4]=1.[NH2:21][C:22]([C:24]1[CH:32]=[CH:31][C:27]([C:28](O)=[O:29])=[CH:26][CH:25]=1)=[O:23], predict the reaction product. The product is: [Cl:14][C:8]1[CH:7]=[C:6]2[C:11]([C:12](=[O:13])[C:3]([CH2:2][NH:1][C:28](=[O:29])[C:27]3[CH:31]=[CH:32][C:24]([C:22]([NH2:21])=[O:23])=[CH:25][CH:26]=3)=[CH:4][N:5]2[C:15]2[CH:16]=[CH:17][CH:18]=[CH:19][CH:20]=2)=[CH:10][CH:9]=1.